From a dataset of Reaction yield outcomes from USPTO patents with 853,638 reactions. Predict the reaction yield, written as a fraction of the theoretical maximum amount of product (1.0 means a 100% yield; for example, 0.34 means a 34% yield). (1) The reactants are C(O)C.[CH3:4][O:5][C:6]1[C:7]([CH3:36])=[C:8]([C:27]([O:34][CH3:35])=[C:28]([O:32][CH3:33])[C:29]=1[O:30][CH3:31])[CH2:9][C:10]1[CH:18]=[CH:17][C:13]([C:14]([OH:16])=[O:15])=[C:12]([O:19]CC2C=CC=CC=2)[CH:11]=1.[H][H]. The catalyst is [Pd].O1CCOCC1. The product is [CH3:4][O:5][C:6]1[C:7]([CH3:36])=[C:8]([C:27]([O:34][CH3:35])=[C:28]([O:32][CH3:33])[C:29]=1[O:30][CH3:31])[CH2:9][C:10]1[CH:18]=[CH:17][C:13]([C:14]([OH:16])=[O:15])=[C:12]([OH:19])[CH:11]=1. The yield is 0.750. (2) The reactants are [NH2:1][C:2]1[CH:7]=[C:6]([O:8][CH3:9])[C:5]([CH3:10])=[CH:4][C:3]=1[OH:11].C1N=CN([C:17](N2C=NC=C2)=[O:18])C=1. The catalyst is C1COCC1. The product is [CH3:10][C:5]1[C:6]([O:8][CH3:9])=[CH:7][C:2]2[NH:1][C:17](=[O:18])[O:11][C:3]=2[CH:4]=1. The yield is 0.980. (3) The reactants are [CH3:1][O:2][C:3]1[C:4](=[O:22])[C:5](C(O)=O)=[N:6][N:7]([C:9]2[CH:14]=[CH:13][CH:12]=[C:11]([C:15]([F:18])([F:17])[F:16])[CH:10]=2)[CH:8]=1.C1C=CC(P([N:37]=[N+]=[N-])(C2C=CC=CC=2)=O)=CC=1.CCN(CC)CC.[OH-].[Na+]. The catalyst is C1(C)C=CC=CC=1. The product is [NH2:37][C:5]1[C:4](=[O:22])[C:3]([O:2][CH3:1])=[CH:8][N:7]([C:9]2[CH:14]=[CH:13][CH:12]=[C:11]([C:15]([F:18])([F:17])[F:16])[CH:10]=2)[N:6]=1. The yield is 0.660. (4) The reactants are [CH3:1][S:2](Cl)(=[O:4])=[O:3].Cl.[Cl:7][C:8]1[C:9]([F:34])=[C:10]([CH:31]=[CH:32][CH:33]=1)[NH:11][C:12]1[C:21]2[C:16](=[CH:17][C:18]([O:29][CH3:30])=[C:19]([O:22][C@H:23]3[CH2:28][CH2:27][CH2:26][NH:25][CH2:24]3)[CH:20]=2)[N:15]=[CH:14][N:13]=1.C(N(C(C)C)CC)(C)C. The catalyst is C(Cl)Cl. The product is [Cl:7][C:8]1[C:9]([F:34])=[C:10]([CH:31]=[CH:32][CH:33]=1)[NH:11][C:12]1[C:21]2[C:16](=[CH:17][C:18]([O:29][CH3:30])=[C:19]([O:22][C@H:23]3[CH2:28][CH2:27][CH2:26][N:25]([S:2]([CH3:1])(=[O:4])=[O:3])[CH2:24]3)[CH:20]=2)[N:15]=[CH:14][N:13]=1. The yield is 0.850.